This data is from Peptide-MHC class I binding affinity with 185,985 pairs from IEDB/IMGT. The task is: Regression. Given a peptide amino acid sequence and an MHC pseudo amino acid sequence, predict their binding affinity value. This is MHC class I binding data. (1) The peptide sequence is AVFKDSFLGK. The MHC is HLA-A68:01 with pseudo-sequence HLA-A68:01. The binding affinity (normalized) is 0.687. (2) The peptide sequence is ELYSPLFLI. The MHC is HLA-A68:02 with pseudo-sequence HLA-A68:02. The binding affinity (normalized) is 0.853. (3) The peptide sequence is YIAGLKIEEI. The MHC is HLA-A02:02 with pseudo-sequence HLA-A02:02. The binding affinity (normalized) is 0.798. (4) The MHC is HLA-A03:01 with pseudo-sequence HLA-A03:01. The binding affinity (normalized) is 0.460. The peptide sequence is GIGGFINTK. (5) The peptide sequence is KAFSPEVIPMF. The MHC is HLA-A68:01 with pseudo-sequence HLA-A68:01. The binding affinity (normalized) is 0.000106. (6) The peptide sequence is YVDHYYRDY. The MHC is HLA-A02:01 with pseudo-sequence HLA-A02:01. The binding affinity (normalized) is 0.0847. (7) The peptide sequence is LSLNFLHRL. The MHC is H-2-Db with pseudo-sequence H-2-Db. The binding affinity (normalized) is 0.173. (8) The peptide sequence is RTLGRNKRPR. The MHC is HLA-A31:01 with pseudo-sequence HLA-A31:01. The binding affinity (normalized) is 0.823. (9) The peptide sequence is YERMCNIL. The MHC is HLA-B44:03 with pseudo-sequence HLA-B44:03. The binding affinity (normalized) is 0.0181.